From a dataset of B-cell epitopes from IEDB database with 3,159 antigens for binding position prediction. Token-level Classification. Given an antigen amino acid sequence, predict which amino acid positions are active epitope sites capable of antibody binding. Output is a list of indices for active positions. (1) Given the antigen sequence: MIKRLLSAICLSVAMIWSVAAVAQTVGLVDMRQIFQTAPQIKDINTRLEKQFSPQREKMTKLTQSLQQNLQKLKRDEAVMGKKEAENLRKEIQNDESTLRQQQQQFQQELFVAQNKAMSDFMSKVNGAVKRVAERENLDLVLPKDTVLYAKNSKDITSNVVSALK, which amino acid positions are active epitope sites? The epitope positions are: [12, 13, 14, 15, 16, 17, 18, 19, 20, 21, 22, 23, 24, 25, 26]. The amino acids at these positions are: VAMIWSVAAVAQTVG. (2) Given the antigen sequence: MRLAVICFCLFGIASSLPVKVTDSGSSEEKLYSLHPDPIATWLVPDPSQKQNLLAPQNAVSSEEKDDFKQETLPSNSNESHDHMDDDDDDDDDDGDHAESEDSVDSDESDESHHSDESDETVTASTQADTFTPIVPTVDVPNGRGDSLAYGLRSKSRSFQVSDEQYPDATDEDLTSHMKSGESKESLDVIPVAQLLSMPSDQDNNGKGSHESSQLDEPSLETHRLEHSKESQESADQSDVIDSQASSKASLEHQSHKFHSHKDKLVLDPKSKEDDRYLKFRISHELESSSSEVN, which amino acid positions are active epitope sites? The epitope positions are: [146, 147, 148, 149, 150, 151, 152]. The amino acids at these positions are: SLAYGLR. (3) Given the antigen sequence: MSTNPKPQRKTKRNTNRRPQDVKFPGGGQIVGGVYLLPRRGPRLGVRATRKTSERSQPRGRRQPIPKARRPEGRTWAQPGYPWPLYGNEGCGWAGWLLSPRGSRPSWGPTDPRRRSRNLGKVIDTLTCGFADLMGYIPLVGAPLGGAARALAHGVRVLEDGVNYATGNLPGCSFSIFLLALLSCLTVPASAYEVRNSTGLYHVTNDCPNSSIVYETTDSILHSPGCVPCVREGNASKCWVPVAPTVATRDGKLPTTQLRRHIDLLVGSATLCSALYVGDLCGSVFLVGQLFTFSPRRHWTTQDCNCSIYPGHITGHRMAWDMMMNWSPTAALVVAQLLRVPQAILDMIAGAHWGVLAGIAYFSMVGNWAKVLLVLLLFAGVDARTHVSGGTVARGAHSIVGFLTPGAKQNIQLINTNGSWHINRTALNCNASLETGWIAGLLYHHKFNSSGCPERMASCRPLADFAQGWGPISYTNGSGPEHRPYCWHYPPKPCGIVPAQ..., which amino acid positions are active epitope sites? The epitope positions are: [1759, 1760, 1761, 1762, 1763, 1764, 1765, 1766, 1767]. The amino acids at these positions are: FWAKHMWNF. (4) Given the antigen sequence: MSLLTEVETPIRNEWECRCNGSSDPLVVAASIIGILHLILWILDRLFFKCIYRLFKHGLKRGPSTEGVPESMREEYRKEQQNAVDADDSHFVSIELE, which amino acid positions are active epitope sites? The epitope positions are: [0, 1, 2, 3, 4, 5, 6, 7, 8, 9, 10, 11, 12, 13, 14, 15, 16, 17, 18, 19... (24 total positions)]. The amino acids at these positions are: MSLLTEVETPIRNEWECRCNGSSD. (5) Given the antigen sequence: MACATLKRTHDWDPLHSPNGRSPKRRRCMPFSVSPSAPPSRAHQMSPSPLVEVPPKLSSEEIAANIREEMRRLQRRKQLYFPSLDSPPQGTSGSSADSPTGLLSPVRRDQPLFTFRQVGLICERMMKERESQIREQYDQVLSTKLAEQYDTFVKFTYDQ, which amino acid positions are active epitope sites? The epitope positions are: [72, 73, 74, 75, 76, 77, 78, 79, 80, 81, 82, 83, 84, 85, 86]. The amino acids at these positions are: LQRRKQLYFPSLDSP. (6) The epitope positions are: [161, 162, 163, 164, 165, 166, 167, 168, 169, 170, 171, 172, 173, 174, 175, 176, 177, 178, 179, 180]. The amino acids at these positions are: SEYLAHRRIPPENIRRVTRV. Given the antigen sequence: MRCTRAIRQTARTGWLTWLAILAVTAPVTSPAWADDPPATVYRYDSRPPEDVFQNGFTAWGNNDNVLEHLTGRSCQVGSSNSAFVSTSSSRRYTEVYLEHRMQEAVEAERAGRGTGHFIGYIYEVRADNNFYGAASSYFEYVDTYGDNAGRILAGALATYQSEYLAHRRIPPENIRRVTRVYHNGITGETTTTEYSNARYVSQQTRANPNPYTSRRSVASIVGTLVRMAPVVGACMARQAESSEAMAAWSERAGEAMVLVYYESIAYSF, which amino acid positions are active epitope sites?